This data is from Reaction yield outcomes from USPTO patents with 853,638 reactions. The task is: Predict the reaction yield, written as a fraction of the theoretical maximum amount of product (1.0 means a 100% yield; for example, 0.34 means a 34% yield). The reactants are [C:1]([C:3]1[CH:4]=[C:5]2[C:10](=[CH:11][CH:12]=1)[NH:9][CH2:8][C@@H:7]([NH:13][S:14]([C:17]1[CH:22]=[CH:21][CH:20]=[CH:19][CH:18]=1)(=[O:16])=[O:15])[CH2:6]2)#[N:2].CO.C([O-])([O-])=O.[Ca+2].[Br-:30].[Br-].[Br-].C([N+](CC)(CC)CC)C1C=CC=CC=1.C([N+](CC)(CC)CC)C1C=CC=CC=1.C([N+](CC)(CC)CC)C1C=CC=CC=1. The catalyst is C1COCC1.C(Cl)Cl. The product is [Br:30][C:11]1[CH:12]=[C:3]([C:1]#[N:2])[CH:4]=[C:5]2[C:10]=1[NH:9][CH2:8][CH:7]([NH:13][S:14]([C:17]1[CH:22]=[CH:21][CH:20]=[CH:19][CH:18]=1)(=[O:16])=[O:15])[CH2:6]2. The yield is 0.770.